This data is from Reaction yield outcomes from USPTO patents with 853,638 reactions. The task is: Predict the reaction yield, written as a fraction of the theoretical maximum amount of product (1.0 means a 100% yield; for example, 0.34 means a 34% yield). (1) The reactants are [CH3:1][C:2]1([CH3:14])[O:7][C:6]2[CH:8]=[C:9]([O:12][CH3:13])[CH:10]=[CH:11][C:5]=2[CH:4]=[CH:3]1. The yield is 0.900. The catalyst is CCO.[Pd]. The product is [CH3:13][O:12][C:9]1[CH:8]=[C:6]2[C:5]([CH2:4][CH2:3][C:2]([CH3:14])([CH3:1])[O:7]2)=[CH:11][CH:10]=1. (2) The reactants are C(OC(=O)[NH:7][O:8][CH2:9][CH2:10][N:11]1[CH2:16][CH2:15][O:14][CH2:13][CH2:12]1)(C)(C)C.O1CCOCC1.[ClH:24]. The catalyst is CO. The product is [ClH:24].[ClH:24].[N:11]1([CH2:10][CH2:9][O:8][NH2:7])[CH2:16][CH2:15][O:14][CH2:13][CH2:12]1. The yield is 0.780. (3) The reactants are [CH2:1]([N:8]([CH2:20][C:21]1[CH:26]=[CH:25][CH:24]=[CH:23][CH:22]=1)[S:9]([C:12]1[CH:17]=[CH:16][C:15]([C:18]#[N:19])=[CH:14][CH:13]=1)(=[O:11])=[O:10])[C:2]1[CH:7]=[CH:6][CH:5]=[CH:4][CH:3]=1.[OH-].[NH4+]. The catalyst is CO.[Ni]. The product is [NH2:19][CH2:18][C:15]1[CH:14]=[CH:13][C:12]([S:9]([N:8]([CH2:1][C:2]2[CH:3]=[CH:4][CH:5]=[CH:6][CH:7]=2)[CH2:20][C:21]2[CH:26]=[CH:25][CH:24]=[CH:23][CH:22]=2)(=[O:11])=[O:10])=[CH:17][CH:16]=1. The yield is 0.850. (4) The reactants are [CH3:1][C:2]1[CH:7]=[CH:6][C:5]([S:8]([O:11][CH2:12][C@@H:13]2[O:18][C:17]3[C:19](C=O)=[C:20]([NH:23][C:24]([O:26][CH2:27][C:28]4[CH:33]=[CH:32][CH:31]=[CH:30][CH:29]=4)=[O:25])[CH:21]=[CH:22][C:16]=3[O:15][CH2:14]2)(=[O:10])=[O:9])=[CH:4][CH:3]=1.ClC1C=C(C=CC=1)C(OO)=[O:41]. The catalyst is C(Cl)Cl. The product is [CH3:1][C:2]1[CH:3]=[CH:4][C:5]([S:8]([O:11][CH2:12][CH:13]2[O:18][C:17]3[C:19]([OH:41])=[C:20]([NH:23][C:24]([O:26][CH2:27][C:28]4[CH:33]=[CH:32][CH:31]=[CH:30][CH:29]=4)=[O:25])[CH:21]=[CH:22][C:16]=3[O:15][CH2:14]2)(=[O:9])=[O:10])=[CH:6][CH:7]=1. The yield is 0.400.